Dataset: Full USPTO retrosynthesis dataset with 1.9M reactions from patents (1976-2016). Task: Predict the reactants needed to synthesize the given product. (1) Given the product [F:27][C:21]1[CH:22]=[C:23]([F:26])[CH:24]=[CH:25][C:20]=1[NH:19][C:17]([NH:16][C:10]1[CH:11]=[CH:12][C:13]([O:14][CH3:15])=[C:8]([C:6]2[NH:30][N:3]=[CH:4][CH:5]=2)[CH:9]=1)=[O:18], predict the reactants needed to synthesize it. The reactants are: C([N:3](CC)[CH:4]=[CH:5][C:6]([C:8]1[CH:9]=[C:10]([NH:16][C:17]([NH:19][C:20]2[CH:25]=[CH:24][C:23]([F:26])=[CH:22][C:21]=2[F:27])=[O:18])[CH:11]=[CH:12][C:13]=1[O:14][CH3:15])=O)C.[NH2:30]N. (2) Given the product [CH:15]1([C:19](=[O:20])[CH2:21][C:2]2[CH:7]=[CH:6][C:5]([O:8][CH:9]3[CH2:14][CH2:13][CH2:12][CH2:11][CH2:10]3)=[CH:4][CH:3]=2)[CH2:18][CH2:17][CH2:16]1, predict the reactants needed to synthesize it. The reactants are: Br[C:2]1[CH:7]=[CH:6][C:5]([O:8][CH:9]2[CH2:14][CH2:13][CH2:12][CH2:11][CH2:10]2)=[CH:4][CH:3]=1.[CH:15]1([C:19]([CH3:21])=[O:20])[CH2:18][CH2:17][CH2:16]1.C1C=CC(P(C2C=CC3C(=CC=CC=3)C=2C2C3C(=CC=CC=3)C=CC=2P(C2C=CC=CC=2)C2C=CC=CC=2)C2C=CC=CC=2)=CC=1.CC(C)([O-])C.[K+]. (3) Given the product [CH3:44][C:43]1([CH3:45])[C:40]([CH3:41])([CH3:42])[O:39][B:38]([C:35]2[CH:34]=[CH:33][C:32]([CH2:31][N:1]3[CH:5]=[CH:4][CH:3]=[N:2]3)=[CH:37][CH:36]=2)[O:46]1, predict the reactants needed to synthesize it. The reactants are: [NH:1]1[CH:5]=[CH:4][CH:3]=[N:2]1.CC(C)([O-])C.[K+].C1OCCOCCOCCOCCOCCOC1.Br[CH2:31][C:32]1[CH:37]=[CH:36][C:35]([B:38]2[O:46][C:43]([CH3:45])([CH3:44])[C:40]([CH3:42])([CH3:41])[O:39]2)=[CH:34][CH:33]=1. (4) Given the product [C:1]([C:4]1[CH:5]=[CH:6][C:7]([C:10]2[CH:15]=[CH:14][C:13]([O:16][CH3:17])=[C:12]([CH2:18][N:19]([C:41]([C:40]3[S:39][C:38]4[CH:44]=[CH:45][CH:46]=[CH:47][C:37]=4[C:36]=3[Cl:35])=[O:42])[CH:20]3[CH2:25][CH2:24][CH:23]([N:26]([CH3:34])[C:27](=[O:33])[O:28][C:29]([CH3:30])([CH3:32])[CH3:31])[CH2:22][CH2:21]3)[CH:11]=2)=[CH:8][CH:9]=1)(=[O:3])[CH3:2], predict the reactants needed to synthesize it. The reactants are: [C:1]([C:4]1[CH:9]=[CH:8][C:7]([C:10]2[CH:15]=[CH:14][C:13]([O:16][CH3:17])=[C:12]([CH2:18][NH:19][CH:20]3[CH2:25][CH2:24][CH:23]([N:26]([CH3:34])[C:27](=[O:33])[O:28][C:29]([CH3:32])([CH3:31])[CH3:30])[CH2:22][CH2:21]3)[CH:11]=2)=[CH:6][CH:5]=1)(=[O:3])[CH3:2].[Cl:35][C:36]1[C:37]2[CH:47]=[CH:46][CH:45]=[CH:44][C:38]=2[S:39][C:40]=1[C:41](Cl)=[O:42]. (5) Given the product [C:14]([C:31]1[CH:32]=[CH:33][C:28]([C:27]2[N:23]([C:20]3[CH:21]=[N:22][C:17]([CH3:16])=[CH:18][CH:19]=3)[N:24]=[C:25]([C:42]([O:44][CH2:45][CH3:46])=[O:43])[CH:26]=2)=[N:29][CH:30]=1)#[N:15], predict the reactants needed to synthesize it. The reactants are: C([Sn]([C:14]#[N:15])(CCCC)CCCC)CCC.[CH3:16][C:17]1[N:22]=[CH:21][C:20]([N:23]2[C:27]([C:28]3[CH:33]=[CH:32][C:31](OS(C(F)(F)F)(=O)=O)=[CH:30][N:29]=3)=[CH:26][C:25]([C:42]([O:44][CH2:45][CH3:46])=[O:43])=[N:24]2)=[CH:19][CH:18]=1.C(=O)(O)[O-].[Na+].